This data is from Full USPTO retrosynthesis dataset with 1.9M reactions from patents (1976-2016). The task is: Predict the reactants needed to synthesize the given product. (1) Given the product [S:1]([C:5]1[CH:13]=[CH:12][CH:11]=[C:7]([C:8]([O-:10])=[O:9])[C:6]=1[C:14]([O-:16])=[O:15])([OH:4])(=[O:3])=[O:2].[Ca+2:18], predict the reactants needed to synthesize it. The reactants are: [S:1]([C:5]1[CH:13]=[CH:12][CH:11]=[C:7]([C:8]([OH:10])=[O:9])[C:6]=1[C:14]([OH:16])=[O:15])([OH:4])(=[O:3])=[O:2].[OH-].[Ca+2:18].[OH-]. (2) Given the product [O:14]([C:5]1[N:4]=[CH:3][CH:2]=[CH:7][N:6]=1)[C:8]1[CH:13]=[CH:12][CH:11]=[CH:10][CH:9]=1, predict the reactants needed to synthesize it. The reactants are: Cl[C:2]1[CH:3]=[N:4][CH:5]=[N:6][CH:7]=1.[C:8]1([OH:14])[CH:13]=[CH:12][CH:11]=[CH:10][CH:9]=1.C1OCCOC2C(=CC=CC=2)OCCOCCOC2C(=CC=CC=2)OC1.[OH-].[K+]. (3) Given the product [C:1]([O:4][CH2:5][C@H:6]1[CH2:7][NH:8][CH2:9][CH2:10][N:11]1[C:12]([C:14]1[N:15]=[C:16]([C:28]2[CH:29]=[CH:30][C:31]([CH3:34])=[CH:32][CH:33]=2)[N:17]([C:19]2[CH:24]=[CH:23][CH:22]=[C:21]([O:25][CH2:26][CH3:27])[CH:20]=2)[CH:18]=1)=[O:13])(=[O:3])[CH3:2], predict the reactants needed to synthesize it. The reactants are: [C:1]([O:4][CH2:5][C@@H:6]1[N:11]([C:12]([C:14]2[N:15]=[C:16]([C:28]3[CH:33]=[CH:32][C:31]([CH3:34])=[CH:30][CH:29]=3)[N:17]([C:19]3[CH:24]=[CH:23][CH:22]=[C:21]([O:25][CH2:26][CH3:27])[CH:20]=3)[CH:18]=2)=[O:13])[CH2:10][CH2:9][N:8](C(OCC2C=CC=CC=2)=O)[CH2:7]1)(=[O:3])[CH3:2]. (4) The reactants are: [Br:1][C:2]1[CH:10]=[C:9]([F:11])[C:8]([F:12])=[CH:7][C:3]=1[C:4]([OH:6])=[O:5].[N+](=[CH2:15])=[N-]. Given the product [Br:1][C:2]1[CH:10]=[C:9]([F:11])[C:8]([F:12])=[CH:7][C:3]=1[C:4]([O:6][CH3:15])=[O:5], predict the reactants needed to synthesize it. (5) Given the product [Cl:15][C:16]1[CH:24]=[CH:23][C:22]([S:25]([CH:2]([CH3:10])[CH3:3])(=[O:27])=[O:26])=[CH:21][C:17]=1[C:18]([OH:20])=[O:19], predict the reactants needed to synthesize it. The reactants are: Cl[C:2]1[CH:10]=CC(S(C)(=O)=O)=C[C:3]=1C(O)=O.[Cl:15][C:16]1[CH:24]=[CH:23][C:22]([S:25]([OH:27])=[O:26])=[CH:21][C:17]=1[C:18]([OH:20])=[O:19].IC(C)C.